Task: Predict the product of the given reaction.. Dataset: Forward reaction prediction with 1.9M reactions from USPTO patents (1976-2016) (1) Given the reactants [C:1]([O:5][C@@H:6]([C:12]1[C:21]([CH2:22][N:23]([CH3:25])[CH3:24])=[CH:20][C:19]2[C:14](=[CH:15][CH:16]=[CH:17][CH:18]=2)[C:13]=1[C:26]1[CH:31]=[CH:30][C:29]([Cl:32])=[CH:28][CH:27]=1)[C:7]([O:9]CC)=[O:8])([CH3:4])([CH3:3])[CH3:2].[OH-].[Na+].CC(O)=O, predict the reaction product. The product is: [C:1]([O:5][C@@H:6]([C:12]1[C:21]([CH2:22][N:23]([CH3:25])[CH3:24])=[CH:20][C:19]2[C:14](=[CH:15][CH:16]=[CH:17][CH:18]=2)[C:13]=1[C:26]1[CH:31]=[CH:30][C:29]([Cl:32])=[CH:28][CH:27]=1)[C:7]([OH:9])=[O:8])([CH3:4])([CH3:2])[CH3:3]. (2) Given the reactants [Br-:1].O[C@@H]1C2CC[N+](CC(=O)NC3C=CON=3)(CC2)C1.[Br-].[OH:21][C@@H:22]1[CH:27]2[CH2:28][CH2:29][N+:24]([CH2:30][C:31](=[O:39])[NH:32][C:33]3[CH:38]=[N:37][CH:36]=[CH:35][N:34]=3)([CH2:25][CH2:26]2)[CH2:23]1.[CH:40]1([C:45]([OH:55])([C:49]2[CH:54]=[CH:53][CH:52]=[CH:51][CH:50]=2)[C:46](O)=[O:47])[CH2:44][CH2:43][CH2:42][CH2:41]1, predict the reaction product. The product is: [Br-:1].[CH:40]1([C:45]([OH:55])([C:49]2[CH:50]=[CH:51][CH:52]=[CH:53][CH:54]=2)[C:46]([O:21][C@@H:22]2[CH:27]3[CH2:28][CH2:29][N+:24]([CH2:30][C:31](=[O:39])[NH:32][C:33]4[CH:38]=[N:37][CH:36]=[CH:35][N:34]=4)([CH2:25][CH2:26]3)[CH2:23]2)=[O:47])[CH2:44][CH2:43][CH2:42][CH2:41]1. (3) Given the reactants BrC[C@@H:3]1[CH2:7][CH2:6][NH:5][C:4]1=[O:8].Br[CH2:10]C1CCCCO1.[NH:17]1[C:25]2[C:20](=[CH:21][CH:22]=[CH:23][CH:24]=2)[C:19]2([C:29]3=[CH:30][C:31]4[O:35][CH2:34][O:33][C:32]=4[CH:36]=[C:28]3[O:27][CH2:26]2)[C:18]1=[O:37], predict the reaction product. The product is: [O:8]=[C:4]1[NH:5][C@H:6]([CH2:10][N:17]2[C:25]3[C:20](=[CH:21][CH:22]=[CH:23][CH:24]=3)[C:19]3([C:29]4=[CH:30][C:31]5[O:35][CH2:34][O:33][C:32]=5[CH:36]=[C:28]4[O:27][CH2:26]3)[C:18]2=[O:37])[CH2:7][CH2:3]1. (4) Given the reactants [CH3:13][C:12]([O:11][C:9](O[C:9]([O:11][C:12]([CH3:15])([CH3:14])[CH3:13])=[O:10])=[O:10])([CH3:15])[CH3:14].[Br:16][C:17]1[CH:18]=[C:19]2[C:23](=[CH:24][CH:25]=1)[NH:22][CH:21]=[CH:20]2.CCN(CC)CC, predict the reaction product. The product is: [Br:16][C:17]1[CH:18]=[C:19]2[C:23](=[CH:24][CH:25]=1)[N:22]([C:9]([O:11][C:12]([CH3:13])([CH3:14])[CH3:15])=[O:10])[CH:21]=[CH:20]2. (5) Given the reactants [Li+].[F:2][C:3]([F:23])([F:22])[C:4]1[CH:9]=[CH:8][C:7]([N:10]2[CH2:15][CH2:14][N:13]([CH2:16][CH2:17][CH2:18][C:19]([O-])=[O:20])[CH2:12][CH2:11]2)=[CH:6][CH:5]=1.C(N(C(C)C)CC)(C)C.F[P-](F)(F)(F)(F)F.CN(C)C(ON1C2C=CC=CC=2N=N1)=[N+](C)C.Cl.[Cl:58][C:59]1[CH:64]=[CH:63][C:62]([NH:65][CH:66]2[CH2:71][CH2:70][NH:69][CH2:68][CH2:67]2)=[CH:61][C:60]=1[S:72][C:73]([F:76])([F:75])[F:74], predict the reaction product. The product is: [Cl:58][C:59]1[CH:64]=[CH:63][C:62]([NH:65][CH:66]2[CH2:71][CH2:70][N:69]([C:19](=[O:20])[CH2:18][CH2:17][CH2:16][N:13]3[CH2:14][CH2:15][N:10]([C:7]4[CH:8]=[CH:9][C:4]([C:3]([F:2])([F:22])[F:23])=[CH:5][CH:6]=4)[CH2:11][CH2:12]3)[CH2:68][CH2:67]2)=[CH:61][C:60]=1[S:72][C:73]([F:76])([F:74])[F:75]. (6) Given the reactants C[O:2][C:3]([C:5]1[CH:13]=[C:12]2[C:8]([C:9]([CH:35]3[CH2:40][CH2:39][CH2:38][CH2:37][CH2:36]3)=[C:10]([C:18]3[CH:19]=[C:20]4[C:25](=[CH:26][CH:27]=3)[N:24]=[C:23]([C:28]3[S:32][C:31]([CH3:33])=[N:30][C:29]=3[CH3:34])[CH:22]=[CH:21]4)[N:11]2[CH2:14][C:15](O)=[O:16])=[CH:7][CH:6]=1)=[O:4].COC(C1C=C2C(C(C3CCCCC3)=C(Br)N2CC(N2CCOCC2)=O)=CC=1)=O.N1CCOCC1.[N:76]1([CH2:82][CH2:83][NH2:84])[CH2:81][CH2:80][O:79][CH2:78][CH2:77]1, predict the reaction product. The product is: [CH:35]1([C:9]2[C:8]3[C:12](=[CH:13][C:5]([C:3]([OH:4])=[O:2])=[CH:6][CH:7]=3)[N:11]([CH2:14][C:15](=[O:16])[NH:84][CH2:83][CH2:82][N:76]3[CH2:81][CH2:80][O:79][CH2:78][CH2:77]3)[C:10]=2[C:18]2[CH:19]=[C:20]3[C:25](=[CH:26][CH:27]=2)[N:24]=[C:23]([C:28]2[S:32][C:31]([CH3:33])=[N:30][C:29]=2[CH3:34])[CH:22]=[CH:21]3)[CH2:40][CH2:39][CH2:38][CH2:37][CH2:36]1. (7) Given the reactants FC(F)(F)C(O)=O.[CH3:8][N:9]1[CH2:13][CH2:12][C@@:11]([NH:33]C(=O)OC(C)(C)C)([CH2:14][C:15]#[C:16][C:17]2[N:22]=[C:21]([C:23]3[CH:28]=[CH:27][C:26]([C:29]([F:32])([F:31])[F:30])=[CH:25][CH:24]=3)[CH:20]=[CH:19][N:18]=2)[C:10]1=[O:41], predict the reaction product. The product is: [NH2:33][C@@:11]1([CH2:14][C:15]#[C:16][C:17]2[N:22]=[C:21]([C:23]3[CH:28]=[CH:27][C:26]([C:29]([F:32])([F:31])[F:30])=[CH:25][CH:24]=3)[CH:20]=[CH:19][N:18]=2)[CH2:12][CH2:13][N:9]([CH3:8])[C:10]1=[O:41].